Predict the reactants needed to synthesize the given product. From a dataset of Full USPTO retrosynthesis dataset with 1.9M reactions from patents (1976-2016). (1) Given the product [CH2:1]([N:8]1[CH2:23][CH2:22][C:17](=[O:20])[C:12]([CH3:16])([CH3:13])[CH2:11]1)[C:2]1[CH:7]=[CH:6][CH:5]=[CH:4][CH:3]=1, predict the reactants needed to synthesize it. The reactants are: [CH2:1]([NH2:8])[C:2]1[CH:7]=[CH:6][CH:5]=[CH:4][CH:3]=1.C=O.[CH3:11][CH:12]([CH3:16])[C:13](=O)C.[C:17](=[O:20])(O)[O-].[Na+].[CH2:22](O)[CH3:23]. (2) Given the product [CH3:17][O:16][CH:3]=[C:4]([CH2:7][O:8][CH3:9])[CH:5]=[O:6], predict the reactants needed to synthesize it. The reactants are: CN(C)[CH:3]=[C:4]([CH2:7][O:8][CH3:9])[CH:5]=[O:6].[OH-].[Na+].S(OC)([O:16][CH3:17])(=O)=O. (3) The reactants are: [CH2:1]([O:3][C:4]([CH:6]1[CH2:11][CH2:10][N:9]([C:12]([O:14][C:15]([CH3:18])([CH3:17])[CH3:16])=[O:13])[CH2:8][CH2:7]1)=[O:5])[CH3:2].[CH:19]([N-:22]C(C)C)(C)[CH3:20].[Li+].BrCC#N. Given the product [CH2:1]([O:3][C:4]([C:6]1([CH2:20][C:19]#[N:22])[CH2:11][CH2:10][N:9]([C:12]([O:14][C:15]([CH3:17])([CH3:16])[CH3:18])=[O:13])[CH2:8][CH2:7]1)=[O:5])[CH3:2], predict the reactants needed to synthesize it. (4) Given the product [Cl:28][C:9]1[CH:8]=[C:7]([NH:6][S:2]([CH3:1])(=[O:4])=[O:3])[CH:12]=[CH:11][C:10]=1[CH:13]([CH3:27])[C:14]([C:20]1[CH:25]=[CH:24][N:23]=[C:22]([Cl:26])[CH:21]=1)([OH:19])[C:15]([F:18])([F:17])[F:16], predict the reactants needed to synthesize it. The reactants are: [CH3:1][S:2](Cl)(=[O:4])=[O:3].[NH2:6][C:7]1[CH:12]=[CH:11][C:10]([CH:13]([CH3:27])[C:14]([C:20]2[CH:25]=[CH:24][N:23]=[C:22]([Cl:26])[CH:21]=2)([OH:19])[C:15]([F:18])([F:17])[F:16])=[C:9]([Cl:28])[CH:8]=1. (5) Given the product [CH2:1]([N:5]([CH2:28][CH3:29])[C:6]([C:8]1[CH:21]=[N:20][C:19]2[C:10](=[CH:11][CH:12]=[C:13]3[C:18]=2[N:17]=[CH:16][CH:15]([C:22]([OH:24])=[O:23])[C:14]3=[O:27])[CH:9]=1)=[O:7])[CH2:2][CH2:3][CH3:4], predict the reactants needed to synthesize it. The reactants are: [CH2:1]([N:5]([CH2:28][CH3:29])[C:6]([C:8]1[CH:21]=[N:20][C:19]2[C:10](=[CH:11][CH:12]=[C:13]3[C:18]=2[N:17]=[CH:16][CH:15]([C:22]([O:24]CC)=[O:23])[C:14]3=[O:27])[CH:9]=1)=[O:7])[CH2:2][CH2:3][CH3:4]. (6) Given the product [N:7]1[CH:8]=[CH:9][N:10]2[CH:15]=[CH:14][C:13]([CH2:16][NH:17][C:18]([NH:19][C:20]3[S:21][C:22]([C:25]([N:29]4[CH2:32][CH2:33][CH2:34][CH2:35][CH2:39]4)=[O:27])=[CH:23][N:24]=3)=[O:28])=[CH:12][C:11]=12, predict the reactants needed to synthesize it. The reactants are: CC(C)CCN.[N:7]1[CH:8]=[CH:9][N:10]2[CH:15]=[CH:14][C:13]([CH2:16][NH:17][C:18](=[O:28])[NH:19][C:20]3[S:21][C:22]([C:25]([OH:27])=O)=[CH:23][N:24]=3)=[CH:12][C:11]=12.[N+:29]([C:32]1C=[CH:39][C:35](C(O)=O)=[CH:34][CH:33]=1)([O-])=O.